Dataset: Peptide-MHC class I binding affinity with 185,985 pairs from IEDB/IMGT. Task: Regression. Given a peptide amino acid sequence and an MHC pseudo amino acid sequence, predict their binding affinity value. This is MHC class I binding data. The peptide sequence is CAVNTPVSM. The MHC is HLA-A68:02 with pseudo-sequence HLA-A68:02. The binding affinity (normalized) is 0.425.